From a dataset of Reaction yield outcomes from USPTO patents with 853,638 reactions. Predict the reaction yield, written as a fraction of the theoretical maximum amount of product (1.0 means a 100% yield; for example, 0.34 means a 34% yield). (1) The reactants are Cl[CH2:2][O:3][CH3:4].[CH2:5]([O:12][CH2:13][CH2:14][O:15][CH2:16][CH2:17][O:18][CH2:19][CH2:20][CH2:21][CH2:22][C@H:23]1[C@@H:39]2[C@H:31]([CH2:32][CH2:33][C@@:34]3([CH3:41])[C@H:38]2[CH2:37][CH2:36][C@@H:35]3[OH:40])[C:30]2[CH:29]=[CH:28][C:27]([OH:42])=[CH:26][C:25]=2[CH2:24]1)[C:6]1[CH:11]=[CH:10][CH:9]=[CH:8][CH:7]=1.CCN(C(C)C)C(C)C.C1[CH2:56][O:55][CH2:54]C1. No catalyst specified. The product is [CH2:5]([O:12][CH2:13][CH2:14][O:15][CH2:16][CH2:17][O:18][CH2:19][CH2:20][CH2:21][CH2:22][C@H:23]1[C@@H:39]2[C@H:31]([CH2:32][CH2:33][C@@:34]3([CH3:41])[C@H:38]2[CH2:37][CH2:36][C@@H:35]3[O:40][CH2:2][O:3][CH3:4])[C:30]2[CH:29]=[CH:28][C:27]([O:42][CH2:54][O:55][CH3:56])=[CH:26][C:25]=2[CH2:24]1)[C:6]1[CH:7]=[CH:8][CH:9]=[CH:10][CH:11]=1. The yield is 0.700. (2) The reactants are [Cl-].O[NH3+:3].[C:4](=[O:7])([O-])[OH:5].[Na+].CS(C)=O.[CH2:13]([C:17]1[N:18]=[C:19]([CH3:48])[N:20]([CH2:39][C:40]2[C:45]([F:46])=[CH:44][CH:43]=[CH:42][C:41]=2[F:47])[C:21](=[O:38])[C:22]=1[CH2:23][C:24]1[CH:29]=[CH:28][C:27]([C:30]2[C:31]([C:36]#[N:37])=[CH:32][CH:33]=[CH:34][CH:35]=2)=[CH:26][CH:25]=1)[CH2:14][CH2:15][CH3:16]. The catalyst is C(OCC)(=O)C. The product is [CH2:13]([C:17]1[N:18]=[C:19]([CH3:48])[N:20]([CH2:39][C:40]2[C:45]([F:46])=[CH:44][CH:43]=[CH:42][C:41]=2[F:47])[C:21](=[O:38])[C:22]=1[CH2:23][C:24]1[CH:25]=[CH:26][C:27]([C:30]2[CH:35]=[CH:34][CH:33]=[CH:32][C:31]=2[C:36]2[NH:3][C:4](=[O:7])[O:5][N:37]=2)=[CH:28][CH:29]=1)[CH2:14][CH2:15][CH3:16]. The yield is 0.750. (3) The reactants are [F:1][C:2]1[CH:7]=[CH:6][C:5]([CH2:8][NH2:9])=[C:4]([I:10])[CH:3]=1.[C:11](O[C:11]([O:13][C:14]([CH3:17])([CH3:16])[CH3:15])=[O:12])([O:13][C:14]([CH3:17])([CH3:16])[CH3:15])=[O:12].C(N(CC)CC)C. The catalyst is ClCCl. The product is [F:1][C:2]1[CH:7]=[CH:6][C:5]([CH2:8][NH:9][C:11](=[O:12])[O:13][C:14]([CH3:17])([CH3:16])[CH3:15])=[C:4]([I:10])[CH:3]=1. The yield is 0.950. (4) The reactants are [CH3:1][C:2]([C:4]1[CH:9]=[CH:8][C:7]([NH2:10])=[CH:6][CH:5]=1)=O.Cl.[CH3:12][O:13][NH2:14].Cl. The catalyst is C(O)C. The product is [CH3:12][O:13][N:14]=[C:2]([C:4]1[CH:9]=[CH:8][C:7]([NH2:10])=[CH:6][CH:5]=1)[CH3:1]. The yield is 0.890. (5) The reactants are [CH3:1][O:2][CH2:3][C:4]1([CH2:17][OH:18])[C:16]2[CH:15]=[CH:14][CH:13]=[CH:12][C:11]=2[C:10]2[C:5]1=[CH:6][CH:7]=[CH:8][CH:9]=2.C(N(CC)CC)C.[CH2:26]([Si:28](Cl)([CH2:31][CH3:32])[CH2:29][CH3:30])[CH3:27]. The catalyst is ClCCl. The product is [CH3:1][O:2][CH2:3][C:4]1([CH2:17][O:18][Si:28]([CH2:31][CH3:32])([CH2:29][CH3:30])[CH2:26][CH3:27])[C:16]2[CH:15]=[CH:14][CH:13]=[CH:12][C:11]=2[C:10]2[C:5]1=[CH:6][CH:7]=[CH:8][CH:9]=2. The yield is 0.840. (6) The reactants are [Cl:1][C:2]1[N:7]=[C:6]([C:8](=[O:10])[CH3:9])[CH:5]=[CH:4][N:3]=1.[BH4-].[Na+]. The catalyst is CO.CCOC(C)=O. The product is [Cl:1][C:2]1[N:7]=[C:6]([CH:8]([OH:10])[CH3:9])[CH:5]=[CH:4][N:3]=1. The yield is 0.360.